Dataset: Full USPTO retrosynthesis dataset with 1.9M reactions from patents (1976-2016). Task: Predict the reactants needed to synthesize the given product. (1) Given the product [NH2:21][CH2:22][C:23]1[CH:28]=[C:27]([C:2]2[N:7]=[C:6]([Cl:8])[C:5]3[N:9]=[C:10]([C:14]4[C:15]([NH2:19])=[N:16][O:17][N:18]=4)[N:11]([CH2:12][CH3:13])[C:4]=3[CH:3]=2)[CH:26]=[CH:25][CH:24]=1, predict the reactants needed to synthesize it. The reactants are: Br[C:2]1[N:7]=[C:6]([Cl:8])[C:5]2[N:9]=[C:10]([C:14]3[C:15]([NH2:19])=[N:16][O:17][N:18]=3)[N:11]([CH2:12][CH3:13])[C:4]=2[CH:3]=1.Cl.[NH2:21][CH2:22][C:23]1[CH:24]=[C:25](B(O)O)[CH:26]=[CH:27][CH:28]=1.C([O-])([O-])=O.[K+].[K+]. (2) Given the product [CH:1]([O:4][C:5]([N:7]1[CH2:8][CH2:9][CH:10]([NH2:13])[CH2:11][CH2:12]1)=[O:6])([CH3:3])[CH3:2], predict the reactants needed to synthesize it. The reactants are: [CH:1]([O:4][C:5]([N:7]1[CH2:12][CH2:11][CH:10]([NH:13]C(OC(C)(C)C)=O)[CH2:9][CH2:8]1)=[O:6])([CH3:3])[CH3:2].C(O)(C(F)(F)F)=O.